Regression. Given a target protein amino acid sequence and a drug SMILES string, predict the binding affinity score between them. We predict pIC50 (pIC50 = -log10(IC50 in M); higher means more potent). Dataset: bindingdb_ic50. From a dataset of Drug-target binding data from BindingDB using IC50 measurements. (1) The target protein (Q9X759) has sequence MNKKAMAAAVSMILAGGAHAAQQERPNVIVIIADDMGYSDISPFGGEIPTPNLQAMAEQGMRMSQYYTSPMSAPARSMLLTGNSNQQAGMGGMWWYDSTIGKEGYELRLTDRVTTMAERFKDAGYNTLMAGKWHLGFVPGATPKERGFNHAFAFMGGGTSHFNDAIPLGTVEAFHTYYTRDGERVSLPDDFYSSEAYARQMNSWIKATPKEQPVFAWLAFTAPHDPLQAPDEWIKRFKGQYEQGYAEVYRQRIARLKALGIIHDDTPLPHLELDKEWEALTPEQQKYTAKVMQVYAAMIANMDAQIGTLMETLKQTGRDKNTLLVFLTDNGANPAQGFYYESTPEFWKQFDNSYDNVGRKGSFVSYGPHWANVSNAPYANYHKTTSAQGGINTDFMISGPGITRHGKIDASTMAVYDVAPTLYEFAGIDPNKSLAKKPVLPMIGVSFKRYLTGEVQEPPRGNYGVELHHQAAWVDGEWKLRRLVPRGLTAGDAPWQLFNL.... The pIC50 is 3.1. The drug is [NH3+]CCOCCOCCNC(=O)C(F)c1ccc(OS(=O)(=O)[O-])cc1. (2) The small molecule is CC1(C)OC(=O)N([C@H]2CC[C@H](NC(=O)c3cccc4cccnc34)CC2)[C@@H]1c1ccccc1. The target protein sequence is LNTSGSGTILIDLSPDDKEFQSVEEEMQSTVREHRDGGHAGGIFNRYNILKIQKVCNKKLWERYTHRRKEVSEENHNHANERMLFHGSPFVNAIIHKGFDERHAYIGGMFGAGIYFAENSSKSNQYVYGIGGGTGCPVHKDRSCYICHRQLLFCRVTLGKSFLQFSAMKMAHSPPGHHSVTGRPSVNGLALAEYVIYRGEQAYPEYLITYQIMRPEG. The pIC50 is 6.7.